Dataset: Reaction yield outcomes from USPTO patents with 853,638 reactions. Task: Predict the reaction yield, written as a fraction of the theoretical maximum amount of product (1.0 means a 100% yield; for example, 0.34 means a 34% yield). (1) The reactants are [I-].[CH3:2][O:3][CH2:4][CH2:5][O:6][CH2:7][CH2:8][O:9][C:10]1[C:15]([CH3:16])=[CH:14][C:13]([S+:17]2[C:21]3[CH:22]=[CH:23][CH:24]=[CH:25][C:20]=3[C:19]3[CH:26]=[CH:27][CH:28]=[CH:29][C:18]2=3)=[CH:12][C:11]=1[CH3:30].[F:31][C:32]([F:44])([S:40]([O-:43])(=[O:42])=[O:41])[CH2:33][O:34][C:35](=[O:39])[C:36]([CH3:38])=[CH2:37].C([NH+](CC)CC)C.O. The catalyst is ClCCl. The product is [F:44][C:32]([F:31])([S:40]([O-:43])(=[O:42])=[O:41])[CH2:33][O:34][C:35](=[O:39])[C:36]([CH3:38])=[CH2:37].[CH3:2][O:3][CH2:4][CH2:5][O:6][CH2:7][CH2:8][O:9][C:10]1[C:11]([CH3:30])=[CH:12][C:13]([S+:17]2[C:18]3[CH:29]=[CH:28][CH:27]=[CH:26][C:19]=3[C:20]3[CH:25]=[CH:24][CH:23]=[CH:22][C:21]2=3)=[CH:14][C:15]=1[CH3:16]. The yield is 0.970. (2) The reactants are [NH2:1][C:2]1[O:6][N:5]=[C:4]([CH3:7])[C:3]=1[Br:8].[F:9][C:10]1[CH:11]=[C:12]([S:16](Cl)(=[O:18])=[O:17])[CH:13]=[CH:14][CH:15]=1. No catalyst specified. The product is [F:9][C:10]1[CH:11]=[C:12]([S:16]([NH:1][C:2]2[O:6][N:5]=[C:4]([CH3:7])[C:3]=2[Br:8])(=[O:18])=[O:17])[CH:13]=[CH:14][CH:15]=1. The yield is 0.880. (3) The reactants are [Cl:1][C:2]1[CH:17]=[CH:16][CH:15]=[C:14]([Cl:18])[C:3]=1[CH2:4][C:5]1[NH:9][C:8]2[CH:10]=[CH:11][CH:12]=[CH:13][C:7]=2[N:6]=1.[H-].[Na+].CN(C=O)C.Br[CH2:27][C:28]1[CH:37]=[CH:36][C:31]([C:32]([O:34][CH3:35])=[O:33])=[CH:30][CH:29]=1. The catalyst is O. The product is [Cl:1][C:2]1[CH:17]=[CH:16][CH:15]=[C:14]([Cl:18])[C:3]=1[CH2:4][C:5]1[N:6]([CH2:27][C:28]2[CH:37]=[CH:36][C:31]([C:32]([O:34][CH3:35])=[O:33])=[CH:30][CH:29]=2)[C:7]2[CH:13]=[CH:12][CH:11]=[CH:10][C:8]=2[N:9]=1. The yield is 0.520. (4) The reactants are [CH3:1][O:2][C:3]([C:5]1[S:6][C:7]([C:27]2[CH2:36][CH2:35][C:30]3([O:34][CH2:33][CH2:32][O:31]3)[CH2:29][CH:28]=2)=[CH:8][C:9]=1[N:10]([C@H:20]1[CH2:25][CH2:24][C@H:23]([OH:26])[CH2:22][CH2:21]1)[C:11]([C@H:13]1[CH2:18][CH2:17][C@H:16]([CH3:19])[CH2:15][CH2:14]1)=[O:12])=[O:4]. The catalyst is CO. The product is [CH3:1][O:2][C:3]([C:5]1[S:6][C:7]([CH:27]2[CH2:36][CH2:35][C:30]3([O:34][CH2:33][CH2:32][O:31]3)[CH2:29][CH2:28]2)=[CH:8][C:9]=1[N:10]([C@H:20]1[CH2:21][CH2:22][C@H:23]([OH:26])[CH2:24][CH2:25]1)[C:11]([C@H:13]1[CH2:14][CH2:15][C@H:16]([CH3:19])[CH2:17][CH2:18]1)=[O:12])=[O:4]. The yield is 0.950. (5) The reactants are [OH-].[Li+].[Cl:3][C:4]1[CH:9]=[CH:8][C:7]([C:10](=[O:21])[CH2:11][N:12]2[CH:16]=[CH:15][CH:14]=[C:13]2[C:17]([O:19]C)=[O:18])=[CH:6][CH:5]=1.Cl. The catalyst is C1COCC1. The product is [Cl:3][C:4]1[CH:5]=[CH:6][C:7]([C:10](=[O:21])[CH2:11][N:12]2[CH:16]=[CH:15][CH:14]=[C:13]2[C:17]([OH:19])=[O:18])=[CH:8][CH:9]=1. The yield is 0.640. (6) The reactants are [CH:1]1([CH2:4]Br)C[CH2:2]1.CCN(CC)CC.[CH3:13][N:14]1[C@@H:24]2[CH2:25][C:26]3[CH:31]=[CH:30][C:29]([OH:32])=[C:28]4[O:33][C@H:18]5[C:19]([CH:21]=[CH:22][C@:23]2([OH:34])[C@:17]5([C:27]=34)[CH2:16][CH2:15]1)=[O:20]. The catalyst is CN1CCCC1=O.ClCCl. The product is [CH:31]1[C:26]2[CH2:25][C@H:24]3[N:14]([CH2:13][CH:1]4[CH2:4][CH2:2]4)[CH2:15][CH2:16][C@:17]45[C@H:18]([C:19]([CH2:21][CH2:22][C@@:23]34[OH:34])=[O:20])[O:33][C:28]([C:27]=25)=[C:29]([OH:32])[CH:30]=1. The yield is 0.870.